Predict the reactants needed to synthesize the given product. From a dataset of Full USPTO retrosynthesis dataset with 1.9M reactions from patents (1976-2016). (1) Given the product [C:1]([C:5]1[CH:6]=[C:7]2[C:12](=[C:13]([F:15])[CH:14]=1)[C:11](=[O:16])[N:10]([C:17]1[C:18]([CH2:19][OH:20])=[C:21]([C:25]3[CH:30]=[C:29]([NH:31][C:32]4[CH:44]=[C:35]5[CH2:36][N:37]([CH:41]([CH3:42])[CH3:43])[C:38](=[O:40])[CH2:39][N:34]5[N:33]=4)[C:28](=[O:45])[N:27]([CH3:46])[CH:26]=3)[CH:22]=[CH:23][N:24]=1)[N:9]=[CH:8]2)([CH3:2])([CH3:4])[CH3:3], predict the reactants needed to synthesize it. The reactants are: [C:1]([C:5]1[CH:6]=[C:7]2[C:12](=[C:13]([F:15])[CH:14]=1)[C:11](=[O:16])[N:10]([C:17]1[N:24]=[CH:23][CH:22]=[C:21]([C:25]3[CH:30]=[C:29]([NH:31][C:32]4[CH:44]=[C:35]5[CH2:36][N:37]([CH:41]([CH3:43])[CH3:42])[C:38](=[O:40])[CH2:39][N:34]5[N:33]=4)[C:28](=[O:45])[N:27]([CH3:46])[CH:26]=3)[C:18]=1[CH:19]=[O:20])[N:9]=[CH:8]2)([CH3:4])([CH3:3])[CH3:2].[BH4-].[Na+]. (2) The reactants are: [Cl:1][C:2]1[CH:3]=[C:4]2[C:8](=[CH:9][CH:10]=1)[N:7]([CH2:11][CH:12]([CH3:14])[CH3:13])[CH:6]=[C:5]2[C:15]1[O:16][CH:17]=[C:18]([C:20](O)=O)[N:19]=1.[C:23]1([NH2:30])[CH:28]=[CH:27][CH:26]=[CH:25][C:24]=1[NH2:29]. Given the product [ClH:1].[Cl:1][C:2]1[CH:3]=[C:4]2[C:8](=[CH:9][CH:10]=1)[N:7]([CH2:11][CH:12]([CH3:14])[CH3:13])[CH:6]=[C:5]2[C:15]1[O:16][CH:17]=[C:18]([C:20]2[NH:30][C:23]3[CH:28]=[CH:27][CH:26]=[CH:25][C:24]=3[N:29]=2)[N:19]=1, predict the reactants needed to synthesize it. (3) Given the product [NH2:1][C:2]1[C:3]([C:9]([NH:25][C:20]2[CH:21]=[N:22][CH:23]=[CH:24][C:19]=2[CH2:18][CH2:17][N:12]2[CH2:13][CH2:14][CH2:15][CH2:16]2)=[O:11])=[N:4][C:5]([Br:8])=[CH:6][N:7]=1, predict the reactants needed to synthesize it. The reactants are: [NH2:1][C:2]1[C:3]([C:9]([OH:11])=O)=[N:4][C:5]([Br:8])=[CH:6][N:7]=1.[N:12]1([CH2:17][CH2:18][C:19]2[CH:24]=[CH:23][N:22]=[CH:21][C:20]=2[NH2:25])[CH2:16][CH2:15][CH2:14][CH2:13]1.F[B-](F)(F)F.N1(OC(N(C)C)=[N+](C)C)C2C=CC=CC=2N=N1.O.ON1C2C=CC=CC=2N=N1.C(N(CC)C(C)C)(C)C.